This data is from Catalyst prediction with 721,799 reactions and 888 catalyst types from USPTO. The task is: Predict which catalyst facilitates the given reaction. (1) Reactant: [Br:1][C:2]1[CH:11]=[CH:10][C:5]([C:6]([O:8][CH3:9])=[O:7])=[CH:4][C:3]=1[CH3:12].C1C(=O)N([Br:20])C(=O)C1. Product: [Br:1][C:2]1[CH:11]=[CH:10][C:5]([C:6]([O:8][CH3:9])=[O:7])=[CH:4][C:3]=1[CH2:12][Br:20]. The catalyst class is: 53. (2) Reactant: [F:1][C:2]([F:21])([F:20])[C:3]1[CH:8]=[CH:7][C:6]([C:9]2[S:10][CH:11]=[C:12]([CH2:18][OH:19])[C:13]=2[O:14][CH2:15][O:16][CH3:17])=[CH:5][CH:4]=1. Product: [F:20][C:2]([F:1])([F:21])[C:3]1[CH:4]=[CH:5][C:6]([C:9]2[S:10][CH:11]=[C:12]([CH:18]=[O:19])[C:13]=2[O:14][CH2:15][O:16][CH3:17])=[CH:7][CH:8]=1. The catalyst class is: 428.